The task is: Predict the reactants needed to synthesize the given product.. This data is from Full USPTO retrosynthesis dataset with 1.9M reactions from patents (1976-2016). Given the product [CH3:1][O:2][C:3](=[O:23])[C:4]1[CH:9]=[CH:8][C:7]([C:10]2[C:15]([C:16]([F:18])([F:19])[F:17])=[CH:14][CH:13]=[CH:12][N:11]=2)=[CH:6][C:5]=1[NH2:20], predict the reactants needed to synthesize it. The reactants are: [CH3:1][O:2][C:3](=[O:23])[C:4]1[CH:9]=[CH:8][C:7]([C:10]2[C:15]([C:16]([F:19])([F:18])[F:17])=[CH:14][CH:13]=[CH:12][N:11]=2)=[CH:6][C:5]=1[N+:20]([O-])=O.